Dataset: Forward reaction prediction with 1.9M reactions from USPTO patents (1976-2016). Task: Predict the product of the given reaction. (1) Given the reactants [CH:1]([N:14]1[CH2:17][CH:16]([CH2:18][CH2:19][CH2:20][CH2:21]I)[CH2:15]1)([C:8]1[CH:13]=[CH:12][CH:11]=[CH:10][CH:9]=1)[C:2]1[CH:7]=[CH:6][CH:5]=[CH:4][CH:3]=1.[N-:23]=[N+:24]=[N-:25].[Na+].O, predict the reaction product. The product is: [N:23]([CH2:21][CH2:20][CH2:19][CH2:18][CH:16]1[CH2:17][N:14]([CH:1]([C:8]2[CH:13]=[CH:12][CH:11]=[CH:10][CH:9]=2)[C:2]2[CH:7]=[CH:6][CH:5]=[CH:4][CH:3]=2)[CH2:15]1)=[N+:24]=[N-:25]. (2) Given the reactants [OH:1][CH:2]([C:12]1[CH:17]=[CH:16][CH:15]=[CH:14][CH:13]=1)[CH2:3][NH:4][C:5](=[O:11])[O:6][C:7]([CH3:10])([CH3:9])[CH3:8].O[N:19]1[C:23](=[O:24])[C:22]2=[CH:25][CH:26]=[CH:27][CH:28]=[C:21]2[C:20]1=[O:29].C1(P(C2C=CC=CC=2)C2C=CC=CC=2)C=CC=CC=1.N(C(OCC)=O)=NC(OCC)=O, predict the reaction product. The product is: [O:29]=[C:20]1[C:21]2[C:22](=[CH:25][CH:26]=[CH:27][CH:28]=2)[C:23](=[O:24])[N:19]1[O:1][CH:2]([C:12]1[CH:17]=[CH:16][CH:15]=[CH:14][CH:13]=1)[CH2:3][NH:4][C:5](=[O:11])[O:6][C:7]([CH3:10])([CH3:8])[CH3:9]. (3) Given the reactants N1C=CN=C1.[O:6]=[S:7](Cl)Cl.[OH:10][CH2:11][C@@H:12]([NH:27][C:28](=[O:34])[O:29][C:30]([CH3:33])([CH3:32])[CH3:31])[C@H:13]([C:17]1[CH:22]=[CH:21][C:20]([C:23]([F:26])([F:25])[F:24])=[CH:19][CH:18]=1)[CH2:14][S:15][CH3:16], predict the reaction product. The product is: [CH3:16][S:15][CH2:14][C@H:13]([C@H:12]1[CH2:11][O:10][S:7](=[O:6])[N:27]1[C:28]([O:29][C:30]([CH3:33])([CH3:32])[CH3:31])=[O:34])[C:17]1[CH:22]=[CH:21][C:20]([C:23]([F:25])([F:26])[F:24])=[CH:19][CH:18]=1. (4) Given the reactants CCN(CCCC([NH:11][C:12]1[CH:13]=CN=[C:16]2[CH:21]=[C:20](Cl)[CH:19]=[CH:18][C:17]=12)C)CC.CC1N(/N=C/C2OC([N+]([O-])=O)=CC=2)CCS(=O)(=O)C1.C[C@@H]1[C@@H](O)[C@@H](C)[C@H](C)OC(=O)C[C@H](O)C[C@H](O)CC[C@@H](O)[C@H](O)[CH2:68][C@H:67](O)[CH2:66][C@@:64]2(O)[O:65][C@H:60]([C@H:61]([C:93](O)=O)[C@@H:62](O)[CH2:63]2)C[C@@H](O[C@@H]2O[C@H](C)[C@@H](O)[C@H](N)[C@@H]2O)C=CC=CC=CC=CC=CC=CC=C1, predict the reaction product. The product is: [CH3:93][C@@H:61]([CH2:62][CH2:63][CH2:64][CH2:66][CH2:67][CH3:68])[C:60]([NH:11][C@H:12]([C:17]1[CH:18]=[CH:19][CH:20]=[CH:21][CH:16]=1)[CH3:13])=[O:65]. (5) The product is: [Si:1]([O:18][CH2:19][C:20]1[C:25]([N:26]2[CH2:31][C@H:30]([CH3:32])[O:29][C@H:28]([CH3:33])[CH2:27]2)=[C:24]([Cl:34])[C:23]([F:35])=[C:22]([CH:41]([C:40]2[S:36][CH:37]=[N:38][CH:39]=2)[OH:42])[CH:21]=1)([C:14]([CH3:16])([CH3:17])[CH3:15])([C:2]1[CH:7]=[CH:6][CH:5]=[CH:4][CH:3]=1)[C:8]1[CH:13]=[CH:12][CH:11]=[CH:10][CH:9]=1. Given the reactants [Si:1]([O:18][CH2:19][C:20]1[C:25]([N:26]2[CH2:31][C@H:30]([CH3:32])[O:29][C@H:28]([CH3:33])[CH2:27]2)=[C:24]([Cl:34])[C:23]([F:35])=[CH:22][CH:21]=1)([C:14]([CH3:17])([CH3:16])[CH3:15])([C:8]1[CH:13]=[CH:12][CH:11]=[CH:10][CH:9]=1)[C:2]1[CH:7]=[CH:6][CH:5]=[CH:4][CH:3]=1.[S:36]1[C:40]([CH:41]=[O:42])=[CH:39][N:38]=[CH:37]1.[Li]N1C(C)(C)CCCC1(C)C, predict the reaction product. (6) Given the reactants Cl[C:2]1[N:7]=[C:6]([NH:8][CH:9]2[CH2:14][CH2:13][N:12]([C:15]3[N:20]=[N:19][C:18]([C:21]#[N:22])=[CH:17][CH:16]=3)[CH2:11][CH2:10]2)[C:5]([Cl:23])=[CH:4][N:3]=1.Cl.[CH3:25][N:26]1[C:34]([CH3:35])=[C:33]2[C:28]([CH:29]=[C:30]([NH2:36])[CH:31]=[CH:32]2)=[N:27]1.C1C=CC(P(C2C(C3C(P(C4C=CC=CC=4)C4C=CC=CC=4)=CC=C4C=3C=CC=C4)=C3C(C=CC=C3)=CC=2)C2C=CC=CC=2)=CC=1.C(=O)([O-])[O-].[Cs+].[Cs+], predict the reaction product. The product is: [Cl:23][C:5]1[C:6]([NH:8][CH:9]2[CH2:14][CH2:13][N:12]([C:15]3[N:20]=[N:19][C:18]([C:21]#[N:22])=[CH:17][CH:16]=3)[CH2:11][CH2:10]2)=[N:7][C:2]([NH:36][C:30]2[CH:31]=[CH:32][C:33]3[C:28]([CH:29]=2)=[N:27][N:26]([CH3:25])[C:34]=3[CH3:35])=[N:3][CH:4]=1. (7) Given the reactants [F:1][CH:2]([F:14])[C:3]1[CH:4]=[C:5]([N+:11]([O-])=O)[C:6]([O:9][CH3:10])=[N:7][CH:8]=1, predict the reaction product. The product is: [F:14][CH:2]([F:1])[C:3]1[CH:4]=[C:5]([NH2:11])[C:6]([O:9][CH3:10])=[N:7][CH:8]=1.